From a dataset of TCR-epitope binding with 47,182 pairs between 192 epitopes and 23,139 TCRs. Binary Classification. Given a T-cell receptor sequence (or CDR3 region) and an epitope sequence, predict whether binding occurs between them. (1) The epitope is RQLLFVVEV. The TCR CDR3 sequence is CASSPRLHTEAFF. Result: 0 (the TCR does not bind to the epitope). (2) The TCR CDR3 sequence is CASSFGLAGTDTQYF. Result: 0 (the TCR does not bind to the epitope). The epitope is KRWIIMGLNK.